Dataset: NCI-60 drug combinations with 297,098 pairs across 59 cell lines. Task: Regression. Given two drug SMILES strings and cell line genomic features, predict the synergy score measuring deviation from expected non-interaction effect. (1) Drug 1: C1=CC(=CC=C1CC(C(=O)O)N)N(CCCl)CCCl.Cl. Drug 2: C(CCl)NC(=O)N(CCCl)N=O. Cell line: SR. Synergy scores: CSS=84.3, Synergy_ZIP=2.99, Synergy_Bliss=3.37, Synergy_Loewe=1.51, Synergy_HSA=5.36. (2) Drug 1: CS(=O)(=O)OCCCCOS(=O)(=O)C. Drug 2: COC1=C2C(=CC3=C1OC=C3)C=CC(=O)O2. Cell line: SN12C. Synergy scores: CSS=5.22, Synergy_ZIP=0.593, Synergy_Bliss=2.46, Synergy_Loewe=0.595, Synergy_HSA=-0.518. (3) Drug 1: CC(CN1CC(=O)NC(=O)C1)N2CC(=O)NC(=O)C2. Drug 2: C1CCC(CC1)NC(=O)N(CCCl)N=O. Cell line: A498. Synergy scores: CSS=30.4, Synergy_ZIP=-6.90, Synergy_Bliss=3.19, Synergy_Loewe=2.98, Synergy_HSA=4.26. (4) Drug 1: COC1=CC(=CC(=C1O)OC)C2C3C(COC3=O)C(C4=CC5=C(C=C24)OCO5)OC6C(C(C7C(O6)COC(O7)C8=CC=CS8)O)O. Drug 2: CC(C)(C#N)C1=CC(=CC(=C1)CN2C=NC=N2)C(C)(C)C#N. Cell line: SK-MEL-2. Synergy scores: CSS=43.3, Synergy_ZIP=-1.58, Synergy_Bliss=-3.16, Synergy_Loewe=-8.97, Synergy_HSA=-1.75. (5) Drug 1: CC1=C2C(C(=O)C3(C(CC4C(C3C(C(C2(C)C)(CC1OC(=O)C(C(C5=CC=CC=C5)NC(=O)OC(C)(C)C)O)O)OC(=O)C6=CC=CC=C6)(CO4)OC(=O)C)OC)C)OC. Drug 2: C1=NNC2=C1C(=O)NC=N2. Cell line: HT29. Synergy scores: CSS=37.2, Synergy_ZIP=-3.47, Synergy_Bliss=-7.28, Synergy_Loewe=-26.3, Synergy_HSA=-8.68. (6) Drug 1: C1=C(C(=O)NC(=O)N1)F. Drug 2: CN(C)C1=NC(=NC(=N1)N(C)C)N(C)C. Cell line: RXF 393. Synergy scores: CSS=38.4, Synergy_ZIP=3.21, Synergy_Bliss=5.22, Synergy_Loewe=-9.62, Synergy_HSA=2.64. (7) Drug 1: C1CN(P(=O)(OC1)NCCCl)CCCl. Drug 2: N.N.Cl[Pt+2]Cl. Cell line: IGROV1. Synergy scores: CSS=63.7, Synergy_ZIP=0.826, Synergy_Bliss=1.13, Synergy_Loewe=-30.8, Synergy_HSA=3.64. (8) Drug 1: CC1=CC2C(CCC3(C2CCC3(C(=O)C)OC(=O)C)C)C4(C1=CC(=O)CC4)C. Drug 2: CC12CCC3C(C1CCC2O)C(CC4=C3C=CC(=C4)O)CCCCCCCCCS(=O)CCCC(C(F)(F)F)(F)F. Cell line: NCI/ADR-RES. Synergy scores: CSS=3.56, Synergy_ZIP=-1.21, Synergy_Bliss=1.20, Synergy_Loewe=-1.39, Synergy_HSA=0.743. (9) Drug 1: CCC1(CC2CC(C3=C(CCN(C2)C1)C4=CC=CC=C4N3)(C5=C(C=C6C(=C5)C78CCN9C7C(C=CC9)(C(C(C8N6C)(C(=O)OC)O)OC(=O)C)CC)OC)C(=O)OC)O.OS(=O)(=O)O. Drug 2: CC(C)(C#N)C1=CC(=CC(=C1)CN2C=NC=N2)C(C)(C)C#N. Cell line: DU-145. Synergy scores: CSS=1.13, Synergy_ZIP=2.18, Synergy_Bliss=3.47, Synergy_Loewe=1.64, Synergy_HSA=0.855.